From a dataset of Forward reaction prediction with 1.9M reactions from USPTO patents (1976-2016). Predict the product of the given reaction. (1) Given the reactants [F:1][C:2]([F:17])([F:16])[C:3]([F:15])([C:8]1[CH:13]=[CH:12][C:11]([CH3:14])=[CH:10][CH:9]=1)[C:4]([F:7])([F:6])[F:5].BrN1C(=[O:24])CCC1=O.C(OOC(=O)C1C=CC=CC=1)(=O)C1C=CC=CC=1.[N+](C(C)C)([O-])=O.[Na], predict the reaction product. The product is: [F:15][C:3]([C:8]1[CH:13]=[CH:12][C:11]([CH:14]=[O:24])=[CH:10][CH:9]=1)([C:4]([F:7])([F:6])[F:5])[C:2]([F:16])([F:17])[F:1]. (2) Given the reactants [C:1]([C:3]1[CH:4]=[C:5]([CH:9]=[CH:10][C:11]=1[O:12][CH3:13])[C:6]([OH:8])=O)#[N:2].CN([C:17]([O:21][N:22]1N=NC2C=CC=N[C:23]1=2)=[N+](C)C)C.F[P-](F)(F)(F)(F)F.CONC, predict the reaction product. The product is: [C:1]([C:3]1[CH:4]=[C:5]([CH:9]=[CH:10][C:11]=1[O:12][CH3:13])[C:6]([N:22]([O:21][CH3:17])[CH3:23])=[O:8])#[N:2]. (3) The product is: [N:1]1[C:2]([CH:10]=[N:18][C:19]2[CH:24]=[CH:23][N:22]=[C:21]([O:25][CH3:26])[CH:20]=2)=[CH:3][N:4]2[CH:9]=[CH:8][CH:7]=[CH:6][C:5]=12. Given the reactants [N:1]1[C:2]([CH:10]=O)=[CH:3][N:4]2[CH:9]=[CH:8][CH:7]=[CH:6][C:5]=12.S([O-])([O-])(=O)=O.[Mg+2].[NH2:18][C:19]1[CH:24]=[CH:23][N:22]=[C:21]([O:25][CH3:26])[CH:20]=1, predict the reaction product. (4) Given the reactants [C:1]([O:5][C:6](=[O:26])[NH:7][CH2:8][C:9]1[CH:14]=[CH:13][C:12]([O:15][CH2:16][C:17](=[O:19])[NH2:18])=[C:11]([C:20]2[CH:25]=[CH:24][N:23]=[CH:22][CH:21]=2)[CH:10]=1)([CH3:4])([CH3:3])[CH3:2], predict the reaction product. The product is: [C:1]([O:5][C:6](=[O:26])[NH:7][CH2:8][C:9]1[CH:14]=[CH:13][C:12]([O:15][CH2:16][C:17](=[O:19])[NH2:18])=[C:11]([CH:20]2[CH2:21][CH2:22][NH:23][CH2:24][CH2:25]2)[CH:10]=1)([CH3:4])([CH3:2])[CH3:3]. (5) Given the reactants C[Si](C)(C)CCOC[O:7][CH2:8][C:9]1[N:10]=[C:11]([C:14]2C=C(C(O)(C)C)[O:16][N:15]=2)[S:12][CH:13]=1.[CH3:25][C:26]([CH3:34])([CH2:31][C:32]#[CH:33])[C:27]([O:29][CH3:30])=[O:28], predict the reaction product. The product is: [OH:7][CH2:8][C:9]1[N:10]=[C:11]([C:14]2[CH:33]=[C:32]([CH2:31][C:26]([CH3:34])([CH3:25])[C:27]([O:29][CH3:30])=[O:28])[O:16][N:15]=2)[S:12][CH:13]=1. (6) The product is: [Cl:1][C:2]1[CH:3]=[CH:4][C:5]([C@H:8]2[CH2:9][CH2:10][C@H:11]([C:14]3[C:20](=[O:31])[C:29]4[C:24]([C:23](=[O:30])[CH:22]=3)=[CH:25][CH:26]=[CH:27][CH:28]=4)[CH2:12][CH2:13]2)=[CH:6][CH:7]=1. Given the reactants [Cl:1][C:2]1[CH:7]=[CH:6][C:5]([C@H:8]2[CH2:13][CH2:12][C@H:11]([C:14](O)=O)[CH2:10][CH2:9]2)=[CH:4][CH:3]=1.C(#N)C.[C:20]1(=[O:31])[C:29]2[C:24](=[CH:25][CH:26]=[CH:27][CH:28]=2)[C:23](=[O:30])[CH:22]=C1.S(OOS([O-])(=O)=O)([O-])(=O)=O.[NH4+].[NH4+], predict the reaction product.